Dataset: Reaction yield outcomes from USPTO patents with 853,638 reactions. Task: Predict the reaction yield, written as a fraction of the theoretical maximum amount of product (1.0 means a 100% yield; for example, 0.34 means a 34% yield). The product is [Cl:16][CH:15]([Cl:17])[C:14]1[CH:13]=[CH:12][S:11][C:10]=1[N+:7]([O-:9])=[O:8]. The yield is 0.940. The catalyst is CN(C)C=O.[Cl-].[Na+].O.C(O)(=O)C. The reactants are CC(C)([O-])C.[K+].[N+:7]([C:10]1[S:11][CH:12]=[CH:13][CH:14]=1)([O-:9])=[O:8].[CH:15](Cl)([Cl:17])[Cl:16].CO.